From a dataset of Full USPTO retrosynthesis dataset with 1.9M reactions from patents (1976-2016). Predict the reactants needed to synthesize the given product. (1) Given the product [CH3:15][N:16]1[C:24]2[C:19](=[C:20]([NH:25][C:9]([NH:8][CH2:7][C:6]3[CH:11]=[CH:12][C:3]([C:2]([F:13])([F:14])[F:1])=[CH:4][CH:5]=3)=[O:10])[CH:21]=[CH:22][CH:23]=2)[CH:18]=[N:17]1, predict the reactants needed to synthesize it. The reactants are: [F:1][C:2]([F:14])([F:13])[C:3]1[CH:12]=[CH:11][C:6]([CH2:7][N:8]=[C:9]=[O:10])=[CH:5][CH:4]=1.[CH3:15][N:16]1[C:24]2[CH:23]=[CH:22][CH:21]=[C:20]([NH2:25])[C:19]=2[CH:18]=[N:17]1. (2) Given the product [ClH:44].[ClH:44].[CH3:43][O:42][CH2:41][C:34]1[CH:33]=[C:32]([C:29]2[CH:30]=[CH:31][C:26]([N:22]3[CH2:23][CH2:24][CH2:25][N:19]([C:16]4[CH:15]=[CH:14][C:13]([C:6]5[CH:5]=[C:4]([CH2:3][O:2][CH3:1])[CH:9]=[C:8]([CH2:10][O:11][CH3:12])[CH:7]=5)=[CH:18][N:17]=4)[CH2:20][CH2:21]3)=[N:27][CH:28]=2)[CH:37]=[C:36]([CH2:38][O:39][CH3:40])[CH:35]=1, predict the reactants needed to synthesize it. The reactants are: [CH3:1][O:2][CH2:3][C:4]1[CH:5]=[C:6]([C:13]2[CH:14]=[CH:15][C:16]([N:19]3[CH2:25][CH2:24][CH2:23][N:22]([C:26]4[CH:31]=[CH:30][C:29]([C:32]5[CH:37]=[C:36]([CH2:38][O:39][CH3:40])[CH:35]=[C:34]([CH2:41][O:42][CH3:43])[CH:33]=5)=[CH:28][N:27]=4)[CH2:21][CH2:20]3)=[N:17][CH:18]=2)[CH:7]=[C:8]([CH2:10][O:11][CH3:12])[CH:9]=1.[ClH:44]. (3) Given the product [CH3:42][S:43]([O:2][CH:3]1[CH2:6][N:5]([CH2:13][C:12]2[CH:15]=[CH:16][C:9]([C:8]([F:18])([F:17])[F:7])=[CH:10][CH:11]=2)[CH2:4]1)(=[O:45])=[O:44], predict the reactants needed to synthesize it. The reactants are: Cl.[OH:2][CH:3]1[CH2:6][NH:5][CH2:4]1.[F:7][C:8]([F:18])([F:17])[C:9]1[CH:16]=[CH:15][C:12]([CH:13]=O)=[CH:11][CH:10]=1.C(N(C(C)C)C(C)C)C.C(O[BH-](OC(=O)C)OC(=O)C)(=O)C.[Na+].[CH3:42][S:43](Cl)(=[O:45])=[O:44]. (4) Given the product [CH3:1][O:2][CH2:3][CH2:4][S:5]([O:8][C:9]1[CH:14]=[CH:13][CH:12]=[C:11]([C:15]2([C:23]3[CH:28]=[CH:27][CH:26]=[C:25]([Br:29])[CH:24]=3)[C:19](=[O:20])[N:18]([CH3:21])[C:17]([NH2:30])=[N:16]2)[CH:10]=1)(=[O:7])=[O:6], predict the reactants needed to synthesize it. The reactants are: [CH3:1][O:2][CH2:3][CH2:4][S:5]([O:8][C:9]1[CH:14]=[CH:13][CH:12]=[C:11]([C:15]2([C:23]3[CH:28]=[CH:27][CH:26]=[C:25]([Br:29])[CH:24]=3)[C:19](=[O:20])[N:18]([CH3:21])[C:17](=S)[NH:16]2)[CH:10]=1)(=[O:7])=[O:6].[NH3:30].C(OO)(C)(C)C.